From a dataset of Full USPTO retrosynthesis dataset with 1.9M reactions from patents (1976-2016). Predict the reactants needed to synthesize the given product. (1) Given the product [CH3:46][N:29]([CH3:28])[C:30]1([C:40]2[CH:45]=[CH:44][CH:43]=[CH:42][CH:41]=2)[CH2:31][CH2:32][CH:33]([CH2:36][C:37]([NH:19][CH2:18][CH2:17][C:11]2[CH:16]=[CH:15][CH:14]=[CH:13][CH:12]=2)=[O:39])[CH2:34][CH2:35]1, predict the reactants needed to synthesize it. The reactants are: ON1C2C=CC=CC=2N=N1.[C:11]1([CH2:17][CH2:18][NH2:19])[CH:16]=[CH:15][CH:14]=[CH:13][CH:12]=1.CN1CCOCC1.Cl.[CH3:28][N:29]([CH3:46])[C:30]1([C:40]2[CH:45]=[CH:44][CH:43]=[CH:42][CH:41]=2)[CH2:35][CH2:34][CH:33]([CH2:36][C:37]([OH:39])=O)[CH2:32][CH2:31]1.C1(N=C=NC2CCCCC2)CCCCC1.[OH-].[Na+]. (2) Given the product [CH2:15]([N:22]1[C:9](=[O:11])[CH2:8][CH2:7][C:2]([C:3]([O:5][CH3:6])=[O:4])=[N:23]1)[C:16]1[CH:21]=[CH:20][CH:19]=[CH:18][CH:17]=1, predict the reactants needed to synthesize it. The reactants are: O=[C:2]([CH2:7][CH2:8][C:9]([O:11]C)=O)[C:3]([O:5][CH3:6])=[O:4].Cl.Cl.[CH2:15]([NH:22][NH2:23])[C:16]1[CH:21]=[CH:20][CH:19]=[CH:18][CH:17]=1. (3) Given the product [C:21]([CH:9]([P:4]([O:5][CH2:6][CH3:7])([O:3][CH2:1][CH3:2])=[O:8])[CH:10]([CH:15]1[CH2:20][CH2:19][O:18][CH2:17][CH2:16]1)[CH2:11][CH2:12][C:13]([OH:26])=[O:37])#[N:22], predict the reactants needed to synthesize it. The reactants are: [CH2:1]([O:3][P:4]([CH:9]([C:21]#[N:22])[CH:10]([CH:15]1[CH2:20][CH2:19][O:18][CH2:17][CH2:16]1)[CH2:11][CH2:12][CH:13]=C)(=[O:8])[O:5][CH2:6][CH3:7])[CH3:2].ClCCl.[O-:26][Mn](=O)(=O)=O.[K+].OS([O-])=O.[Na+].[OH2:37]. (4) Given the product [CH2:1]([O:3][C:4]([C@@H:6]1[C@@H:8]([C:9](=[O:24])[NH:10][C@@H:11]([CH2:18][C:19]2[N:20]=[CH:21][S:22][CH:23]=2)[C:12]([NH:13][CH2:14][C:15]2[N:27]=[N:26][N:25]([C:28]3[CH:33]=[CH:32][C:31]([N+:34]([O-:36])=[O:35])=[CH:30][CH:29]=3)[CH:16]=2)=[O:17])[O:7]1)=[O:5])[CH3:2], predict the reactants needed to synthesize it. The reactants are: [CH2:1]([O:3][C:4]([C@@H:6]1[C@@H:8]([C:9](=[O:24])[NH:10][C@@H:11]([CH2:18][C:19]2[N:20]=[CH:21][S:22][CH:23]=2)[C:12](=[O:17])[NH:13][CH2:14][C:15]#[CH:16])[O:7]1)=[O:5])[CH3:2].[N:25]([C:28]1[CH:33]=[CH:32][C:31]([N+:34]([O-:36])=[O:35])=[CH:30][CH:29]=1)=[N+:26]=[N-:27].CCCC[Sn](OC(C)=O)(CCCC)CCCC. (5) Given the product [CH3:14][O:2][C:1]([C:4]1[CH:5]=[C:6]2[C:10](=[CH:11][CH:12]=1)[NH:9][CH:8]=[CH:7]2)=[O:3], predict the reactants needed to synthesize it. The reactants are: [C:1]([C:4]1[CH:5]=[C:6]2[C:10](=[CH:11][CH:12]=1)[NH:9][CH:8]=[CH:7]2)([OH:3])=[O:2].[Si](C=[N+]=[N-])(C)(C)[CH3:14]. (6) The reactants are: [NH2:1][C:2]1[CH:7]=[CH:6][C:5]([Cl:8])=[CH:4][C:3]=1[OH:9].[C:10]([Si:14](Cl)([C:21]1[CH:26]=[CH:25][CH:24]=[CH:23][CH:22]=1)[C:15]1[CH:20]=[CH:19][CH:18]=[CH:17][CH:16]=1)([CH3:13])([CH3:12])[CH3:11].N1C=CN=C1. Given the product [C:10]([Si:14]([C:21]1[CH:26]=[CH:25][CH:24]=[CH:23][CH:22]=1)([C:15]1[CH:16]=[CH:17][CH:18]=[CH:19][CH:20]=1)[O:9][C:3]1[CH:4]=[C:5]([Cl:8])[CH:6]=[CH:7][C:2]=1[NH2:1])([CH3:13])([CH3:11])[CH3:12], predict the reactants needed to synthesize it. (7) Given the product [Cl:48][C:49]1[CH:60]=[CH:59][C:52]2[NH:53][C:54]([C@@H:56]([NH:58][C:6](=[O:8])[C:5]3[CH:9]=[CH:10][C:11]([N:12]4[CH2:17][CH2:16][CH2:15][CH2:14][C:13]4=[O:18])=[C:3]([O:2][CH3:1])[CH:4]=3)[CH3:57])=[N:55][C:51]=2[CH:50]=1, predict the reactants needed to synthesize it. The reactants are: [CH3:1][O:2][C:3]1[CH:4]=[C:5]([CH:9]=[CH:10][C:11]=1[N:12]1[CH2:17][CH2:16][CH2:15][CH2:14][C:13]1=[O:18])[C:6]([OH:8])=O.CN(C(ON1N=NC2C=CC=CC1=2)=[N+](C)C)C.[B-](F)(F)(F)F.CN1CCOCC1.[Cl:48][C:49]1[CH:60]=[CH:59][C:52]2[NH:53][C:54]([C@@H:56]([NH2:58])[CH3:57])=[N:55][C:51]=2[CH:50]=1. (8) Given the product [NH2:1][C:2]1[CH:3]=[CH:4][C:5]([C:8]2[N:9]=[N:10][C:11]([C:14]3[CH:19]=[CH:18][CH:17]=[CH:16][N:15]=3)=[N:12][N:13]=2)=[N:6][CH:7]=1, predict the reactants needed to synthesize it. The reactants are: [NH2:1][C:2]1[CH:3]=[CH:4][C:5]([C:8]2[NH:13][N:12]=[C:11]([C:14]3[CH:19]=[CH:18][CH:17]=[CH:16][N:15]=3)[NH:10][N:9]=2)=[N:6][CH:7]=1.ClC1C(=O)C(C#N)=C(C#N)C(=O)C=1Cl. (9) Given the product [O:31]([C:26]1[CH:27]=[CH:28][CH:29]=[CH:30][C:25]=1[C:22]1[CH:23]=[CH:24][C:19]([C:10]2[CH:9]=[C:8]([OH:7])[N:12]([C:13]3[CH:18]=[CH:17][CH:16]=[CH:15][N:14]=3)[N:11]=2)=[CH:20][CH:21]=1)[C:32]1[CH:37]=[CH:36][CH:35]=[CH:34][CH:33]=1, predict the reactants needed to synthesize it. The reactants are: C(=O)([O:7][C:8]1[N:12]([C:13]2[CH:18]=[CH:17][CH:16]=[CH:15][N:14]=2)[N:11]=[C:10]([C:19]2[CH:24]=[CH:23][C:22]([C:25]3[CH:30]=[CH:29][CH:28]=[CH:27][C:26]=3[O:31][C:32]3[CH:37]=[CH:36][CH:35]=[CH:34][CH:33]=3)=[CH:21][CH:20]=2)[CH:9]=1)OC(C)(C)C.C(=O)(OC(C)(C)C)OC1N(C2C=CC=CN=2)N=C(C2C=CC(C3C=CC=CC=3)=CC=2)C=1.